From a dataset of Full USPTO retrosynthesis dataset with 1.9M reactions from patents (1976-2016). Predict the reactants needed to synthesize the given product. (1) The reactants are: CC[C@H]1[C@H]2C[C@H]([C@H](OC3[C:34]4[C:29](=[CH:30][CH:31]=[CH:32][CH:33]=4)[C:28]([O:35][C@H:36]([C:47]4[CH:56]=[CH:55]N=C5[C:48]=4[CH:49]=[C:50]([O:57]C)[CH:51]=C5)[C@@H:37]4N5C[C@H](CC)[C@@H](CC5)[CH2:38]4)=NN=3)C3C=CN=C4C=3C=C(OC)C=C4)N(CC2)C1.[CH2:59]([O:66]C1C(OC)=CC=CC=1CCC=C)C1C=CC=CC=1.O.C([OH:84])(C)(C)C. Given the product [CH2:28]([O:35][C:36]1[C:37]([O:66][CH3:59])=[CH:38][CH:55]=[CH:56][C:47]=1[CH2:48][CH2:49][C@H:50]([OH:57])[CH2:51][OH:84])[C:29]1[CH:30]=[CH:31][CH:32]=[CH:33][CH:34]=1, predict the reactants needed to synthesize it. (2) The reactants are: [O:1]=[S:2]1(=[O:23])[CH2:6][CH2:5][CH2:4][N:3]1[C:7]1[CH:16]=[C:15]([N:17]2[CH2:21][CH2:20][O:19][C:18]2=[O:22])[CH:14]=[CH:13][C:8]=1[C:9]([O:11]C)=O.Cl.[CH:25]1([C:28]2[CH:29]=[C:30]([CH3:40])[C:31]([N:34]3[CH2:39][CH2:38][NH:37][CH2:36][CH2:35]3)=[N:32][CH:33]=2)[CH2:27][CH2:26]1. Given the product [CH:25]1([C:28]2[CH:29]=[C:30]([CH3:40])[C:31]([N:34]3[CH2:35][CH2:36][N:37]([C:9]([C:8]4[CH:13]=[CH:14][C:15]([N:17]5[CH2:21][CH2:20][O:19][C:18]5=[O:22])=[CH:16][C:7]=4[N:3]4[CH2:4][CH2:5][CH2:6][S:2]4(=[O:1])=[O:23])=[O:11])[CH2:38][CH2:39]3)=[N:32][CH:33]=2)[CH2:27][CH2:26]1, predict the reactants needed to synthesize it. (3) The reactants are: [CH3:1][S:2][C:3]1[CH:8]=[CH:7][C:6]([NH2:9])=[CH:5][C:4]=1[C:10]([F:13])([F:12])[F:11].[C:14]([O:18][C:19]([N:21]1[CH2:26][CH2:25][C:24](=O)[CH2:23][CH2:22]1)=[O:20])([CH3:17])([CH3:16])[CH3:15].C(O[BH-](OC(=O)C)OC(=O)C)(=O)C.[Na+]. Given the product [C:14]([O:18][C:19]([N:21]1[CH2:26][CH2:25][CH:24]([NH:9][C:6]2[CH:7]=[CH:8][C:3]([S:2][CH3:1])=[C:4]([C:10]([F:11])([F:12])[F:13])[CH:5]=2)[CH2:23][CH2:22]1)=[O:20])([CH3:17])([CH3:15])[CH3:16], predict the reactants needed to synthesize it. (4) Given the product [C:9]([N:8]([C:16]1[C:20]2[CH:21]=[C:22]([CH2:25][Br:26])[CH:23]=[CH:24][C:19]=2[O:18][N:17]=1)[C:1]([O:3][C:4]([CH3:5])([CH3:6])[CH3:7])=[O:2])([O:11][C:12]([CH3:15])([CH3:14])[CH3:13])=[O:10], predict the reactants needed to synthesize it. The reactants are: [C:1]([N:8]([C:16]1[C:20]2[CH:21]=[C:22]([CH3:25])[CH:23]=[CH:24][C:19]=2[O:18][N:17]=1)[C:9]([O:11][C:12]([CH3:15])([CH3:14])[CH3:13])=[O:10])([O:3][C:4]([CH3:7])([CH3:6])[CH3:5])=[O:2].[Br:26]N1C(=O)CCC1=O.N(C(C)(C)C#N)=NC(C)(C)C#N. (5) Given the product [NH2:2][C:3]1[CH:4]=[C:5]2[C:6](=[CH:9][CH:10]=1)[C:7](=[NH:8])[NH:12][C:11]2=[NH:1], predict the reactants needed to synthesize it. The reactants are: [NH3:1].[NH2:2][C:3]1[CH:4]=[C:5]([C:11]#[N:12])[C:6](=[CH:9][CH:10]=1)[C:7]#[N:8].C[O-].[Na+]. (6) Given the product [F:1][C:2]1[CH:3]=[CH:4][C:5]2[O:9][C:8]([C:10]3[C:19]([N:20]([CH3:24])[CH:21]([CH3:23])[CH3:22])=[N:18][C:17]4[C:12]([N:11]=3)=[CH:13][CH:14]=[C:15]([C:25]3[NH:30][N:29]=[N:28][N:26]=3)[CH:16]=4)=[CH:7][C:6]=2[CH:27]=1, predict the reactants needed to synthesize it. The reactants are: [F:1][C:2]1[CH:3]=[CH:4][C:5]2[O:9][C:8]([C:10]3[C:19]([N:20]([CH3:24])[CH:21]([CH3:23])[CH3:22])=[N:18][C:17]4[C:12](=[CH:13][CH:14]=[C:15]([C:25]#[N:26])[CH:16]=4)[N:11]=3)=[CH:7][C:6]=2[CH:27]=1.[N-:28]=[N+:29]=[N-:30].[Na+]. (7) Given the product [CH2:24]([NH:31][C:2]1[C:11]([F:12])=[C:10]([F:13])[CH:9]=[C:8]2[C:3]=1[C:4](=[O:23])[C:5]([C:20]([O:22][CH2:32][CH3:33])=[O:21])=[CH:6][N:7]2[CH:14]1[CH2:19][CH2:18][O:17][CH2:16][CH2:15]1)[C:25]1[CH:30]=[CH:29][CH:28]=[CH:27][CH:26]=1, predict the reactants needed to synthesize it. The reactants are: F[C:2]1[C:11]([F:12])=[C:10]([F:13])[CH:9]=[C:8]2[C:3]=1[C:4](=[O:23])[C:5]([C:20]([O-:22])=[O:21])=[CH:6][N:7]2[CH:14]1[CH2:19][CH2:18][O:17][CH2:16][CH2:15]1.[CH2:24]([NH2:31])[C:25]1[CH:30]=[CH:29][CH:28]=[CH:27][CH:26]=1.[CH2:32](N(CC)CC)[CH3:33].O.